Dataset: Reaction yield outcomes from USPTO patents with 853,638 reactions. Task: Predict the reaction yield, written as a fraction of the theoretical maximum amount of product (1.0 means a 100% yield; for example, 0.34 means a 34% yield). (1) The yield is 0.820. The reactants are [C:1](=O)([O-])[O-].[K+].[K+].[O:7]=[C:8]1[CH2:12][CH2:11][CH2:10][CH:9]1[C:13]([O:15][CH2:16][CH3:17])=[O:14].CI. The product is [CH3:1][C:9]1([C:13]([O:15][CH2:16][CH3:17])=[O:14])[CH2:10][CH2:11][CH2:12][C:8]1=[O:7]. The catalyst is CC(C)=O. (2) The reactants are O=[C:2]1[O:3][CH2:4][CH2:5]/[C:6]/1=[CH:7]/[O-:8].[Na+].[NH2:10][C:11]([NH2:13])=[O:12]. The catalyst is C(O)C. The product is [OH:3][CH2:4][CH2:5][C:6]1[C:7]([OH:8])=[N:10][C:11]([OH:12])=[N:13][CH:2]=1. The yield is 0.185. (3) The reactants are C[O:2][C:3]([C:5]1[CH:6]=[N:7][C:8]([C:11]2[CH:16]=[CH:15][C:14]([F:17])=[CH:13][CH:12]=2)=[CH:9][CH:10]=1)=[O:4].[OH-].[Na+].Cl. The catalyst is C1COCC1. The product is [F:17][C:14]1[CH:15]=[CH:16][C:11]([C:8]2[N:7]=[CH:6][C:5]([C:3]([OH:4])=[O:2])=[CH:10][CH:9]=2)=[CH:12][CH:13]=1. The yield is 0.370. (4) The yield is 0.460. The reactants are [NH2:1][C:2]1[C:10](I)=[C:9]2[C:5]([CH2:6][CH2:7][C:8]2=[O:12])=[CH:4][CH:3]=1.[C:13](N)(=[S:15])[CH3:14].[O-2].[Ca+2].O. The catalyst is CN(C)C=O.C1(P(C2C=CC=CC=2)[C-]2C=CC=C2)C=CC=CC=1.[C-]1(P(C2C=CC=CC=2)C2C=CC=CC=2)C=CC=C1.[Fe+2].C1C=CC(/C=C/C(/C=C/C2C=CC=CC=2)=O)=CC=1.C1C=CC(/C=C/C(/C=C/C2C=CC=CC=2)=O)=CC=1.C1C=CC(/C=C/C(/C=C/C2C=CC=CC=2)=O)=CC=1.[Pd].[Pd]. The product is [CH3:14][C:13]1[S:15][C:10]2[C:9]3[C:8](=[O:12])[CH2:7][CH2:6][C:5]=3[CH:4]=[CH:3][C:2]=2[N:1]=1. (5) The reactants are [O:1]1[CH2:5][CH2:4][CH2:3][C@H:2]1[C:6](Cl)=[O:7].[BrH:9].[CH3:10]COCC.C(Cl)Cl. No catalyst specified. The product is [Br:9][CH2:10][C:6]([C@@H:2]1[CH2:3][CH2:4][CH2:5][O:1]1)=[O:7]. The yield is 0.350. (6) The reactants are [O:1]1[C:10]2[C:5](=[CH:6][CH:7]=[CH:8][CH:9]=2)[CH:4]([O:11][C:12]2[C:20]3[N:19]=[C:18]([CH3:21])[N:17]([CH3:22])[C:16]=3[CH:15]=[C:14]([C:23]([OH:25])=O)[CH:13]=2)[CH2:3][CH2:2]1.[NH:26]1[CH2:30][CH2:29][C@@H:28]([OH:31])[CH2:27]1. No catalyst specified. The product is [O:1]1[C:10]2[C:5](=[CH:6][CH:7]=[CH:8][CH:9]=2)[CH:4]([O:11][C:12]2[C:20]3[N:19]=[C:18]([CH3:21])[N:17]([CH3:22])[C:16]=3[CH:15]=[C:14]([C:23]([N:26]3[CH2:30][CH2:29][C@@H:28]([OH:31])[CH2:27]3)=[O:25])[CH:13]=2)[CH2:3][CH2:2]1. The yield is 0.230. (7) The reactants are [CH3:1][O:2][C:3]1[CH:4]=[C:5](/[CH:21]=[C:22]2/[C:23](=S)[NH:24][C:25](=[O:27])[S:26]/2)[CH:6]=[CH:7][C:8]=1[O:9][CH2:10][C:11]1[C:20]2[C:15](=[CH:16][CH:17]=[CH:18][CH:19]=2)[CH:14]=[CH:13][CH:12]=1.[NH3:29].CO. The catalyst is CO. The product is [NH2:29][C:23]1=[N:24][C:25](=[O:27])[S:26]/[C:22]/1=[CH:21]\[C:5]1[CH:6]=[CH:7][C:8]([O:9][CH2:10][C:11]2[C:20]3[C:15](=[CH:16][CH:17]=[CH:18][CH:19]=3)[CH:14]=[CH:13][CH:12]=2)=[C:3]([O:2][CH3:1])[CH:4]=1. The yield is 0.340. (8) The reactants are CS(C)=O.C(Cl)(=O)C(Cl)=O.[OH:11][CH:12]1[C:16]2[N:17]=[CH:18][N:19]=[C:20]([N:21]3[CH2:26][CH2:25][N:24]([C:27]([O:29][C:30]([CH3:33])([CH3:32])[CH3:31])=[O:28])[CH2:23][CH2:22]3)[C:15]=2[C@H:14]([CH3:34])[CH2:13]1.C(N(CC)CC)C. The catalyst is C(Cl)Cl.CCOC(C)=O.O. The product is [CH3:34][C@H:14]1[C:15]2[C:20]([N:21]3[CH2:26][CH2:25][N:24]([C:27]([O:29][C:30]([CH3:33])([CH3:32])[CH3:31])=[O:28])[CH2:23][CH2:22]3)=[N:19][CH:18]=[N:17][C:16]=2[C:12](=[O:11])[CH2:13]1. The yield is 0.823. (9) The reactants are [CH2:1]([C:5]1[N:10]2[N:11]=[C:12]([CH3:14])[N:13]=[C:9]2[N:8]([CH:15]2[CH2:24][CH2:23][C:18]3(OCC[O:19]3)[CH2:17][CH2:16]2)[C:7](=[O:25])[C:6]=1[CH2:26][C:27]1[CH:32]=[CH:31][C:30]([C:33]2[C:34]([C:39]#[N:40])=[CH:35][CH:36]=[CH:37][CH:38]=2)=[CH:29][CH:28]=1)[CH2:2][CH2:3][CH3:4].Cl.O1CCCC1. The catalyst is C(OCC)(=O)C. The product is [CH2:1]([C:5]1[N:10]2[N:11]=[C:12]([CH3:14])[N:13]=[C:9]2[N:8]([C@H:15]2[CH2:24][CH2:23][C@H:18]([OH:19])[CH2:17][CH2:16]2)[C:7](=[O:25])[C:6]=1[CH2:26][C:27]1[CH:28]=[CH:29][C:30]([C:33]2[C:34]([C:39]#[N:40])=[CH:35][CH:36]=[CH:37][CH:38]=2)=[CH:31][CH:32]=1)[CH2:2][CH2:3][CH3:4]. The yield is 0.830. (10) The reactants are [CH3:1][O:2][C:3]1[CH:8]=[CH:7][C:6]([C:9]2[N:13]([C:14]3[CH:19]=[CH:18][CH:17]=[CH:16][CH:15]=3)[N:12]=[C:11]([CH:20]3[CH2:25][CH2:24][NH:23][CH2:22][CH2:21]3)[CH:10]=2)=[CH:5][CH:4]=1.ClC(Cl)(O[C:30](=[O:36])OC(Cl)(Cl)Cl)Cl.N1C=CC=CC=1.Cl.[CH3:45][NH:46][OH:47].C(N(CC)CC)C. The catalyst is ClCCl.O. The product is [CH3:1][O:2][C:3]1[CH:8]=[CH:7][C:6]([C:9]2[N:13]([C:14]3[CH:19]=[CH:18][CH:17]=[CH:16][CH:15]=3)[N:12]=[C:11]([CH:20]3[CH2:25][CH2:24][N:23]([C:30](=[O:36])[N:46]([OH:47])[CH3:45])[CH2:22][CH2:21]3)[CH:10]=2)=[CH:5][CH:4]=1. The yield is 0.0900.